The task is: Predict the product of the given reaction.. This data is from Forward reaction prediction with 1.9M reactions from USPTO patents (1976-2016). (1) Given the reactants [CH3:1][C:2]1([CH3:11])[N:6]2[C:7](=[O:10])[CH2:8][CH2:9][C@H:5]2[CH2:4][O:3]1.[Li+].[CH3:13]C([N-]C(C)C)C.IC, predict the reaction product. The product is: [CH3:1][C:2]1([CH3:11])[N:6]2[C:7](=[O:10])[CH:8]([CH3:13])[CH2:9][C@H:5]2[CH2:4][O:3]1. (2) Given the reactants ClCCl.[C:4]([O:8][C:9](=[O:42])[N:10]([CH2:31][C:32]1[CH:41]=[CH:40][C:35]2[O:36][CH2:37][CH2:38][O:39][C:34]=2[CH:33]=1)[CH:11]1[CH2:16][CH2:15][N:14]([CH2:17][CH2:18][N:19]2[C:28]3[C:23](=[CH:24][CH:25]=[CH:26][CH:27]=3)[C:22]([OH:29])=[CH:21][C:20]2=[O:30])[CH2:13][CH2:12]1)([CH3:7])([CH3:6])[CH3:5].[F:43][C:44]([F:57])([F:56])[S:45](O[S:45]([C:44]([F:57])([F:56])[F:43])(=[O:47])=[O:46])(=[O:47])=[O:46].[Cl-].[NH4+], predict the reaction product. The product is: [C:4]([O:8][C:9](=[O:42])[N:10]([CH2:31][C:32]1[CH:41]=[CH:40][C:35]2[O:36][CH2:37][CH2:38][O:39][C:34]=2[CH:33]=1)[CH:11]1[CH2:12][CH2:13][N:14]([CH2:17][CH2:18][N:19]2[C:28]3[C:23](=[CH:24][CH:25]=[CH:26][CH:27]=3)[C:22]([O:29][S:45]([C:44]([F:57])([F:56])[F:43])(=[O:47])=[O:46])=[CH:21][C:20]2=[O:30])[CH2:15][CH2:16]1)([CH3:7])([CH3:5])[CH3:6]. (3) Given the reactants Br[C:2]1[S:3][N:4]=[C:5]2[CH:10]=[C:9]([Br:11])[CH:8]=[N:7][C:6]=12.[CH2:12]([NH2:19])[C:13]1[CH:18]=[CH:17][CH:16]=[CH:15][CH:14]=1, predict the reaction product. The product is: [Br:11][C:9]1[CH:8]=[N:7][C:6]2=[C:2]([NH:19][CH2:12][C:13]3[CH:18]=[CH:17][CH:16]=[CH:15][CH:14]=3)[S:3][N:4]=[C:5]2[CH:10]=1.